Dataset: Forward reaction prediction with 1.9M reactions from USPTO patents (1976-2016). Task: Predict the product of the given reaction. (1) Given the reactants [C:1]1([CH3:11])[CH:6]=[CH:5][C:4]([S:7](Cl)(=[O:9])=[O:8])=[CH:3][CH:2]=1.[Cl:12][C:13]1[C:17]2[C:18]3[O:23][C@@H:22]([CH2:24][OH:25])[CH2:21][O:20][C:19]=3[CH:26]=[CH:27][C:16]=2[S:15][CH:14]=1.O, predict the reaction product. The product is: [C:1]1([CH3:11])[CH:6]=[CH:5][C:4]([S:7]([O:25][CH2:24][C@@H:22]2[CH2:21][O:20][C:19]3[CH:26]=[CH:27][C:16]4[S:15][CH:14]=[C:13]([Cl:12])[C:17]=4[C:18]=3[O:23]2)(=[O:9])=[O:8])=[CH:3][CH:2]=1. (2) Given the reactants [CH2:1]([N:8]1[CH:16]=[C:15]2[C:10]([CH:11]=[C:12]([C:17]3[CH:18]=[C:19]([CH2:27][CH2:28][CH2:29]Br)[N:20]4[C:25]=3[C:24]([NH2:26])=[N:23][CH:22]=[N:21]4)[CH:13]=[CH:14]2)=[N:9]1)[C:2]1[CH:7]=[CH:6][CH:5]=[CH:4][CH:3]=1.[ClH:31].FC1(F)CCNC1.C(N(CC)CC)C.[I-].[Na+], predict the reaction product. The product is: [CH2:1]([N:8]1[CH:16]=[C:15]2[C:10]([CH:11]=[C:12]([C:17]3[CH:18]=[C:19]([CH2:27][CH2:28][CH2:29][Cl:31])[N:20]4[C:25]=3[C:24]([NH2:26])=[N:23][CH:22]=[N:21]4)[CH:13]=[CH:14]2)=[N:9]1)[C:2]1[CH:7]=[CH:6][CH:5]=[CH:4][CH:3]=1. (3) Given the reactants [CH:1]1([S:4]([C:7]2[CH:12]=[CH:11][C:10]([CH:13]([C:21]3[NH:25][C:24]([C:26]4[N:31]=[CH:30][C:29]([CH:32]=O)=[CH:28][CH:27]=4)=[CH:23][CH:22]=3)[CH2:14][CH:15]3[CH2:20][CH2:19][O:18][CH2:17][CH2:16]3)=[CH:9][CH:8]=2)(=[O:6])=[O:5])[CH2:3][CH2:2]1.Br(O)(=O)=O.Br(O)(=O)=O.[CH2:42]([N:49]1[CH2:54][C@@H:53]2[CH2:55][C@H:50]1[CH2:51][NH:52]2)[C:43]1[CH:48]=[CH:47][CH:46]=[CH:45][CH:44]=1.C(N(CC)CC)C.C(O[BH-](OC(=O)C)OC(=O)C)(=O)C.[Na+], predict the reaction product. The product is: [CH2:42]([N:49]1[CH2:54][C@@H:53]2[CH2:55][C@H:50]1[CH2:51][N:52]2[CH2:32][C:29]1[CH:30]=[N:31][C:26]([C:24]2[NH:25][C:21]([CH:13]([C:10]3[CH:11]=[CH:12][C:7]([S:4]([CH:1]4[CH2:3][CH2:2]4)(=[O:6])=[O:5])=[CH:8][CH:9]=3)[CH2:14][CH:15]3[CH2:16][CH2:17][O:18][CH2:19][CH2:20]3)=[CH:22][CH:23]=2)=[CH:27][CH:28]=1)[C:43]1[CH:44]=[CH:45][CH:46]=[CH:47][CH:48]=1. (4) Given the reactants C([O:3][C:4](=[O:29])[C:5]([S:18]([C:21]1[CH:26]=[CH:25][C:24]([O:27][CH3:28])=[CH:23][CH:22]=1)(=[O:20])=[O:19])([CH2:11][C:12]1[CH:13]=[N:14][CH:15]=[CH:16][CH:17]=1)[CH:6]=[CH:7][CH:8]([CH3:10])[CH3:9])C, predict the reaction product. The product is: [CH3:28][O:27][C:24]1[CH:25]=[CH:26][C:21]([S:18]([C:5]([CH2:11][C:12]2[CH:13]=[N:14][CH:15]=[CH:16][CH:17]=2)([CH2:6][CH:7]=[C:8]([CH3:10])[CH3:9])[C:4]([OH:29])=[O:3])(=[O:20])=[O:19])=[CH:22][CH:23]=1.